From a dataset of Reaction yield outcomes from USPTO patents with 853,638 reactions. Predict the reaction yield, written as a fraction of the theoretical maximum amount of product (1.0 means a 100% yield; for example, 0.34 means a 34% yield). (1) The reactants are [C:1]([O:5][C:6]([N:8]([CH3:18])[CH2:9][C:10]([N:12]([CH2:14][C:15]([OH:17])=O)[CH3:13])=[O:11])=[O:7])([CH3:4])([CH3:3])[CH3:2].CN(C(F)=[N+](C)C)C.F[P-](F)(F)(F)(F)F.CCN(C(C)C)C(C)C.[N+:43]([C:46]1[CH:54]=[C:53]2[C:49]([CH:50]=[CH:51][NH:52]2)=[CH:48][CH:47]=1)([O-:45])=[O:44]. The catalyst is C1COCC1. The product is [C:1]([O:5][C:6](=[O:7])[N:8]([CH3:18])[CH2:9][C:10](=[O:11])[N:12]([CH3:13])[CH2:14][C:15]([N:52]1[C:53]2[C:49](=[CH:48][CH:47]=[C:46]([N+:43]([O-:45])=[O:44])[CH:54]=2)[CH:50]=[CH:51]1)=[O:17])([CH3:2])([CH3:3])[CH3:4]. The yield is 0.300. (2) The reactants are Cl[C:2]1[CH:3]=[C:4]([NH:10][C:11]2[CH:16]=[CH:15][C:14]([N:17]3[CH2:22][CH2:21][N:20]([CH:23]4[CH2:26][O:25][CH2:24]4)[CH2:19][C@@H:18]3[CH3:27])=[CH:13][N:12]=2)[C:5](=[O:9])[N:6]([CH3:8])[N:7]=1.[C:28]([O:31][CH2:32][C:33]1[C:34]([N:42]2[CH2:53][CH2:52][N:51]3[C:44](=[CH:45][C:46]4[CH2:47][C:48]([CH3:55])([CH3:54])[CH2:49][C:50]=43)[C:43]2=[O:56])=[N:35][CH:36]=[CH:37][C:38]=1B(O)O)(=[O:30])[CH3:29].C([O-])(=O)C.[Na+].[O-]P([O-])([O-])=O.[K+].[K+].[K+]. The catalyst is C1C=CC(P(C2C=CC=CC=2)[C-]2C=CC=C2)=CC=1.C1C=CC(P(C2C=CC=CC=2)[C-]2C=CC=C2)=CC=1.Cl[Pd]Cl.[Fe+2].C(#N)C.O. The product is [C:28]([O:31][CH2:32][C:33]1[C:34]([N:42]2[CH2:53][CH2:52][N:51]3[C:44](=[CH:45][C:46]4[CH2:47][C:48]([CH3:55])([CH3:54])[CH2:49][C:50]=43)[C:43]2=[O:56])=[N:35][CH:36]=[CH:37][C:38]=1[C:2]1[CH:3]=[C:4]([NH:10][C:11]2[CH:16]=[CH:15][C:14]([N:17]3[CH2:22][CH2:21][N:20]([CH:23]4[CH2:26][O:25][CH2:24]4)[CH2:19][C@@H:18]3[CH3:27])=[CH:13][N:12]=2)[C:5](=[O:9])[N:6]([CH3:8])[N:7]=1)(=[O:30])[CH3:29]. The yield is 0.510. (3) The reactants are [F:1][C:2]1[CH:7]=[C:6]([O:8][CH2:9][C:10]2[CH:15]=[CH:14][C:13]([CH2:16][N:17]([CH2:26][CH2:27][C:28]3[CH:33]=[CH:32][C:31]([F:34])=[CH:30][CH:29]=3)[C:18]3[S:19][CH:20]=[C:21]([CH:23]([CH3:25])[CH3:24])[N:22]=3)=[CH:12][CH:11]=2)[CH:5]=[CH:4][C:3]=1[CH2:35][CH2:36][C:37]([O:39]CC)=[O:38].[OH-].[Na+].Cl. The catalyst is C(O)C.O. The product is [F:1][C:2]1[CH:7]=[C:6]([O:8][CH2:9][C:10]2[CH:15]=[CH:14][C:13]([CH2:16][N:17]([CH2:26][CH2:27][C:28]3[CH:29]=[CH:30][C:31]([F:34])=[CH:32][CH:33]=3)[C:18]3[S:19][CH:20]=[C:21]([CH:23]([CH3:24])[CH3:25])[N:22]=3)=[CH:12][CH:11]=2)[CH:5]=[CH:4][C:3]=1[CH2:35][CH2:36][C:37]([OH:39])=[O:38]. The yield is 0.750. (4) The reactants are [NH:1]1[CH2:6][CH2:5][NH:4][CH2:3][CH2:2]1.Cl[C:8]([O:10][CH2:11][CH:12]([CH3:14])[CH3:13])=[O:9].[OH-].[Na+]. The catalyst is Cl. The product is [N:1]1([C:8]([O:10][CH2:11][CH:12]([CH3:14])[CH3:13])=[O:9])[CH2:6][CH2:5][NH:4][CH2:3][CH2:2]1. The yield is 0.590. (5) The reactants are C([Si]([C:8]#[C:9][C:10]1[CH:11]=[CH:12][C:13]([C:16]([O:18]C)=[O:17])=[N:14][CH:15]=1)(CC)CC)C.CCCC[N+](CCCC)(CCCC)CCCC.[F-]. The catalyst is C1COCC1. The product is [C:9]([C:10]1[CH:11]=[CH:12][C:13]([C:16]([OH:18])=[O:17])=[N:14][CH:15]=1)#[CH:8]. The yield is 0.0610. (6) The reactants are [CH3:1][CH:2]1[CH2:7][CH2:6][CH2:5][CH2:4]/[C:3]/1=[N:8]\[C@@H:9]([C:11]1[CH:16]=[CH:15][CH:14]=[CH:13][CH:12]=1)[CH3:10]. The catalyst is C(O)C.[Ni]. The product is [CH3:1][CH:2]1[CH2:7][CH2:6][CH2:5][CH2:4][CH:3]1[NH:8][C@@H:9]([C:11]1[CH:12]=[CH:13][CH:14]=[CH:15][CH:16]=1)[CH3:10]. The yield is 0.800.